From a dataset of Reaction yield outcomes from USPTO patents with 853,638 reactions. Predict the reaction yield, written as a fraction of the theoretical maximum amount of product (1.0 means a 100% yield; for example, 0.34 means a 34% yield). (1) The reactants are I[C:2]1[CH:29]=[CH:28][C:5]2[N:6]([CH2:9][C:10]3[CH:15]=[CH:14][C:13]([O:16][CH2:17][C:18]4[CH:19]=[N:20][C:21]([O:24][CH3:25])=[CH:22][CH:23]=4)=[C:12]([O:26][CH3:27])[CH:11]=3)[CH:7]=[N:8][C:4]=2[CH:3]=1.[CH3:30][N:31]1[CH2:36][CH2:35][NH:34][CH2:33][CH2:32]1.C(=O)([O-])[O-].[Na+].[Na+].N1CCC[C@H]1C(O)=O. The catalyst is CS(C)=O.[Cu]I. The product is [CH3:27][O:26][C:12]1[CH:11]=[C:10]([CH:15]=[CH:14][C:13]=1[O:16][CH2:17][C:18]1[CH:19]=[N:20][C:21]([O:24][CH3:25])=[CH:22][CH:23]=1)[CH2:9][N:6]1[C:5]2[CH:28]=[CH:29][C:2]([N:34]3[CH2:35][CH2:36][N:31]([CH3:30])[CH2:32][CH2:33]3)=[CH:3][C:4]=2[N:8]=[CH:7]1. The yield is 0.190. (2) The reactants are [NH2:1][C:2]1[N:3]=[CH:4][C:5]2[CH2:11][N:10]([C:12]3[CH:13]=[C:14]([CH:18]=[CH:19][CH:20]=3)[C:15](O)=[O:16])[CH2:9][CH2:8][C:6]=2[N:7]=1.[CH2:21]([C:24]1[CH:30]=[CH:29][C:27]([NH2:28])=[CH:26][CH:25]=1)[CH2:22][CH3:23].C(N(CC)C(C)C)(C)C.CCOC(C(C#N)=NOC(N1CCOCC1)=[N+](C)C)=O.F[P-](F)(F)(F)(F)F. The catalyst is CN(C=O)C.O. The product is [NH2:1][C:2]1[N:3]=[CH:4][C:5]2[CH2:11][N:10]([C:12]3[CH:13]=[C:14]([CH:18]=[CH:19][CH:20]=3)[C:15]([NH:28][C:27]3[CH:29]=[CH:30][C:24]([CH2:21][CH2:22][CH3:23])=[CH:25][CH:26]=3)=[O:16])[CH2:9][CH2:8][C:6]=2[N:7]=1. The yield is 0.320. (3) The reactants are C([O:3][C:4]([C:6]1[N:7]2[N:13]=[C:12]([C:14]3[CH:19]=[CH:18][CH:17]=[C:16]([NH:20][C:21]([NH:23][C:24]4[CH:29]=[CH:28][C:27]([C:30]([F:33])([F:32])[F:31])=[CH:26][CH:25]=4)=[O:22])[CH:15]=3)[C:11]([C:34]3[CH:39]=[CH:38][N:37]=[CH:36][CH:35]=3)=[C:8]2[S:9][CH:10]=1)=O)C.[NH3:40]. The catalyst is CO. The product is [N:37]1[CH:36]=[CH:35][C:34]([C:11]2[C:12]([C:14]3[CH:19]=[CH:18][CH:17]=[C:16]([NH:20][C:21]([NH:23][C:24]4[CH:29]=[CH:28][C:27]([C:30]([F:31])([F:33])[F:32])=[CH:26][CH:25]=4)=[O:22])[CH:15]=3)=[N:13][N:7]3[C:6]([C:4]([NH2:40])=[O:3])=[CH:10][S:9][C:8]=23)=[CH:39][CH:38]=1. The yield is 0.460. (4) The reactants are [CH3:1][C:2]1[CH:7]=[CH:6][C:5]([S:8]([O:11][CH2:12][CH:13]2[CH2:17][C:16]3[CH:18]=[CH:19][CH:20]=[C:21](Br)[C:15]=3[O:14]2)(=[O:10])=[O:9])=[CH:4][CH:3]=1.[F:23][C:24]([F:35])([F:34])[C:25]1[CH:30]=[CH:29][CH:28]=[CH:27][C:26]=1B(O)O.C(=O)([O-])[O-].[K+].[K+]. The catalyst is CC1C=CC=CC=1[P](C1C=CC=CC=1C)([Pd](Cl)(Cl)[P](C1=C(C)C=CC=C1)(C1C=CC=CC=1C)C1C=CC=CC=1C)C1C=CC=CC=1C. The product is [CH3:1][C:2]1[CH:7]=[CH:6][C:5]([S:8]([O:11][CH2:12][CH:13]2[CH2:17][C:16]3[CH:18]=[CH:19][CH:20]=[C:21]([C:26]4[CH:27]=[CH:28][CH:29]=[CH:30][C:25]=4[C:24]([F:35])([F:34])[F:23])[C:15]=3[O:14]2)(=[O:10])=[O:9])=[CH:4][CH:3]=1. The yield is 0.750. (5) The reactants are [Cl:1][C:2]1[CH:3]=[N:4][N:5]([CH3:18])[C:6]=1[C:7]1[CH:8]=[C:9]([C:15]([OH:17])=O)[S:10][C:11]=1[CH2:12][CH2:13][CH3:14].[NH2:19][C@@H:20]([CH2:33][C:34]1[CH:39]=[CH:38][CH:37]=[CH:36][C:35]=1[C:40]([F:43])([F:42])[F:41])[CH2:21][N:22]1[C:30](=[O:31])[C:29]2[C:24](=[CH:25][CH:26]=[CH:27][CH:28]=2)[C:23]1=[O:32].C(N(C(C)C)CC)(C)C.F[P-](F)(F)(F)(F)F.Br[P+](N1CCCC1)(N1CCCC1)N1CCCC1. The catalyst is C(Cl)Cl. The product is [Cl:1][C:2]1[CH:3]=[N:4][N:5]([CH3:18])[C:6]=1[C:7]1[CH:8]=[C:9]([C:15]([NH:19][C@@H:20]([CH2:33][C:34]2[CH:39]=[CH:38][CH:37]=[CH:36][C:35]=2[C:40]([F:43])([F:41])[F:42])[CH2:21][N:22]2[C:30](=[O:31])[C:29]3[C:24](=[CH:25][CH:26]=[CH:27][CH:28]=3)[C:23]2=[O:32])=[O:17])[S:10][C:11]=1[CH2:12][CH2:13][CH3:14]. The yield is 0.750. (6) The reactants are Cl[C:2]1[CH:7]=[CH:6][C:5]([C:8]2[C:9]3[C:14]([C:15]([C:22]4[CH:27]=[CH:26][C:25]([C:28]5[CH:33]=[CH:32][CH:31]=[CH:30][CH:29]=5)=[C:24]([C:34]5[CH:39]=[CH:38][CH:37]=[CH:36][CH:35]=5)[CH:23]=4)=[C:16]4[C:21]=2[CH:20]=[CH:19][CH:18]=[CH:17]4)=[CH:13][CH:12]=[CH:11][CH:10]=3)=[CH:4][CH:3]=1.[C:40]1([NH:46][C:47]2[CH:52]=[CH:51][CH:50]=[CH:49][CH:48]=2)[CH:45]=[CH:44][CH:43]=[CH:42][CH:41]=1.C(P(C(C)(C)C)C(C)(C)C)(C)(C)C.CC(C)([O-])C.[Na+]. The catalyst is C1(C)C=CC=CC=1.C1C=CC(/C=C/C(/C=C/C2C=CC=CC=2)=O)=CC=1.C1C=CC(/C=C/C(/C=C/C2C=CC=CC=2)=O)=CC=1.C1C=CC(/C=C/C(/C=C/C2C=CC=CC=2)=O)=CC=1.[Pd].[Pd]. The product is [C:47]1([N:46]([C:40]2[CH:41]=[CH:42][CH:43]=[CH:44][CH:45]=2)[C:2]2[CH:7]=[CH:6][C:5]([C:8]3[C:9]4[C:14]([C:15]([C:22]5[CH:27]=[CH:26][C:25]([C:28]6[CH:33]=[CH:32][CH:31]=[CH:30][CH:29]=6)=[C:24]([C:34]6[CH:39]=[CH:38][CH:37]=[CH:36][CH:35]=6)[CH:23]=5)=[C:16]5[C:21]=3[CH:20]=[CH:19][CH:18]=[CH:17]5)=[CH:13][CH:12]=[CH:11][CH:10]=4)=[CH:4][CH:3]=2)[CH:48]=[CH:49][CH:50]=[CH:51][CH:52]=1. The yield is 0.780. (7) The reactants are [NH2:1][C:2]1[N:7]=[C:6]([N:8]([CH3:15])[C:9]2[CH:14]=[CH:13][CH:12]=[CH:11][CH:10]=2)[N:5]=[C:4]([C:16]2[N:20]=[C:19]([C:21]3[N:26]=[CH:25][C:24]([CH:27]([OH:29])[CH3:28])=[CH:23][CH:22]=3)[O:18][N:17]=2)[N:3]=1.[Cl:30][C:31]([Cl:35])([Cl:34])[C:32]#N.[N:36]1(C2CCCCCCCCCC2)CCCN=CCCCC[CH2:37]1.O. The catalyst is C(Cl)Cl. The product is [Cl:30][C:31]([Cl:35])([Cl:34])[CH2:32][C:37](=[NH:36])[O:29][CH:27]([C:24]1[CH:25]=[N:26][C:21]([C:19]2[O:18][N:17]=[C:16]([C:4]3[N:3]=[C:2]([NH2:1])[N:7]=[C:6]([N:8]([CH3:15])[C:9]4[CH:14]=[CH:13][CH:12]=[CH:11][CH:10]=4)[N:5]=3)[N:20]=2)=[CH:22][CH:23]=1)[CH3:28]. The yield is 0.910. (8) The catalyst is C(Cl)Cl. The reactants are [Br:1][C:2]1[CH:7]=[CH:6][C:5](/[CH:8]=[N:9]/[S@:10]([C:12]([CH3:15])([CH3:14])[CH3:13])=[O:11])=[C:4]([F:16])[CH:3]=1.[CH3:17][Mg]Cl. The yield is 0.820. The product is [Br:1][C:2]1[CH:7]=[CH:6][C:5]([C@H:8]([NH:9][S@:10]([C:12]([CH3:13])([CH3:15])[CH3:14])=[O:11])[CH3:17])=[C:4]([F:16])[CH:3]=1. (9) The reactants are [NH:1]1[C:9]2[C:4](=[N:5][C:6]([C:10]([OH:12])=O)=[CH:7][CH:8]=2)[N:3]=[CH:2]1.[CH2:13]1[C@H:22]2[C@H:17]([CH2:18][CH2:19][C:20]3[CH:26]=[CH:25][CH:24]=[CH:23][C:21]=32)[NH:16][CH2:15][CH2:14]1.F[P-](F)(F)(F)(F)F.N1(OC(N(C)C)=[N+](C)C)C2N=CC=CC=2N=N1. No catalyst specified. The product is [CH2:13]1[C@H:22]2[C@H:17]([CH2:18][CH2:19][C:20]3[CH:26]=[CH:25][CH:24]=[CH:23][C:21]=32)[N:16]([C:10]([C:6]2[N:5]=[C:4]3[N:3]=[CH:2][NH:1][C:9]3=[CH:8][CH:7]=2)=[O:12])[CH2:15][CH2:14]1. The yield is 0.570.